This data is from Catalyst prediction with 721,799 reactions and 888 catalyst types from USPTO. The task is: Predict which catalyst facilitates the given reaction. (1) Reactant: Cl[C:2]1[C:7]([Cl:8])=[CH:6][C:5]([C:9]([F:12])([F:11])[F:10])=[CH:4][N:3]=1.O.N1C=CC=CC=1CC=O. Product: [Cl:8][C:7]1[CH:2]=[N:3][CH:4]=[C:5]([C:9]([F:11])([F:10])[F:12])[CH:6]=1. The catalyst class is: 763. (2) Reactant: [CH2:1]([C:6]1[CH:12]=[CH:11][C:9]([NH2:10])=[C:8]([N+:13]([O-])=O)[CH:7]=1)[C:2]([CH3:5])([CH3:4])[CH3:3]. Product: [CH2:1]([C:6]1[CH:7]=[C:8]([NH2:13])[C:9]([NH2:10])=[CH:11][CH:12]=1)[C:2]([CH3:5])([CH3:4])[CH3:3]. The catalyst class is: 19.